This data is from Forward reaction prediction with 1.9M reactions from USPTO patents (1976-2016). The task is: Predict the product of the given reaction. Given the reactants [F:1][C:2]([F:6])([F:5])[CH2:3][OH:4].[N:7]1([C:12]2[CH:40]=[CH:39][C:15]([CH2:16][CH:17]([NH:29][S:30]([C:33]3[CH:34]=[N:35][CH:36]=[CH:37][CH:38]=3)(=[O:32])=[O:31])[C:18]3[N:23]=[C:22]([NH:24][CH2:25][C:26](O)=[O:27])[CH:21]=[CH:20][CH:19]=3)=[CH:14][CH:13]=2)[CH:11]=[CH:10][CH:9]=[N:8]1.Cl.O1CCOCC1, predict the reaction product. The product is: [F:1][C:2]([F:6])([F:5])[CH2:3][O:4][C:26](=[O:27])[CH2:25][NH:24][C:22]1[CH:21]=[CH:20][CH:19]=[C:18]([CH:17]([CH2:16][C:15]2[CH:39]=[CH:40][C:12]([N:7]3[CH:11]=[CH:10][CH:9]=[N:8]3)=[CH:13][CH:14]=2)[NH:29][S:30]([C:33]2[CH:34]=[N:35][CH:36]=[CH:37][CH:38]=2)(=[O:32])=[O:31])[N:23]=1.